This data is from Forward reaction prediction with 1.9M reactions from USPTO patents (1976-2016). The task is: Predict the product of the given reaction. (1) Given the reactants [H-].[Na+].C(#N)[CH:4]([CH2:6][C:7]#[N:8])O.Br[C:11]1[N:16]=[CH:15][C:14]([N:17]2[C:26]3[N:27]4[CH:33]=[C:32]([O:34][CH3:35])[CH:31]=[CH:30][C:28]4=[N:29][C:25]=3[C:24]3[C:19](=[CH:20][CH:21]=[CH:22][CH:23]=3)[C:18]2=[O:36])=[CH:13][CH:12]=1.[N:37]1C=CC=CC=1, predict the reaction product. The product is: [C:7]([CH:6]([C:11]1[CH:12]=[CH:13][C:14]([N:17]2[C:26]3[N:27]4[CH:33]=[C:32]([O:34][CH3:35])[CH:31]=[CH:30][C:28]4=[N:29][C:25]=3[C:24]3[C:19](=[CH:20][CH:21]=[CH:22][CH:23]=3)[C:18]2=[O:36])=[CH:15][N:16]=1)[C:4]#[N:37])#[N:8]. (2) Given the reactants O[C:2]1[CH:3]=[C:4]([CH:11]=[CH:12][CH:13]=1)[C:5]([O:7][CH2:8][CH:9]=[CH2:10])=[O:6].[CH2:14]([O:21][C:22]1[CH:23]=[C:24]([CH:28]=[C:29]([O:39][CH2:40][C:41]2[CH:46]=[CH:45][CH:44]=[CH:43][CH:42]=2)[C:30]=1[O:31][CH2:32][C:33]1[CH:38]=[CH:37][CH:36]=[CH:35][CH:34]=1)[C:25]([OH:27])=[O:26])[C:15]1[CH:20]=[CH:19][CH:18]=[CH:17][CH:16]=1.CCN=C=NCCCN(C)C.Cl, predict the reaction product. The product is: [CH2:14]([O:21][C:22]1[CH:23]=[C:24]([CH:28]=[C:29]([O:39][CH2:40][C:41]2[CH:46]=[CH:45][CH:44]=[CH:43][CH:42]=2)[C:30]=1[O:31][CH2:32][C:33]1[CH:34]=[CH:35][CH:36]=[CH:37][CH:38]=1)[C:25]([O:27][C:12]1[CH:13]=[CH:2][CH:3]=[C:4]([C:5]([O:7][CH2:8][CH:9]=[CH2:10])=[O:6])[CH:11]=1)=[O:26])[C:15]1[CH:16]=[CH:17][CH:18]=[CH:19][CH:20]=1. (3) Given the reactants C(C1C=CC(C(C)C(OC2C=CC(C(OCC(O)CO)=O)=CC=2)=O)=CC=1)C(C)C.[CH:30]1[CH:31]=[CH:32][C:33]([NH:40][C:41]2[C:42]([Cl:48])=[CH:43][CH:44]=[CH:45][C:46]=2[Cl:47])=[C:34]([CH2:36][C:37]([OH:39])=[O:38])[CH:35]=1.C1CCC(N=C=NC2CCCCC2)CC1.O[C:65]1[CH:81]=[CH:80][C:68]([C:69]([O:71][CH2:72][CH:73]2[CH2:77][O:76][C:75]([CH3:79])([CH3:78])[O:74]2)=[O:70])=[CH:67][CH:66]=1, predict the reaction product. The product is: [Cl:48][C:42]1[CH:43]=[CH:44][CH:45]=[C:46]([Cl:47])[C:41]=1[NH:40][C:33]1[CH:32]=[CH:31][CH:30]=[CH:35][C:34]=1[CH2:36][C:37]([O:39][C:65]1[CH:81]=[CH:80][C:68]([C:69]([O:71][CH2:72][CH:73]2[CH2:77][O:76][C:75]([CH3:79])([CH3:78])[O:74]2)=[O:70])=[CH:67][CH:66]=1)=[O:38]. (4) Given the reactants [F:1][C:2]1[CH:16]=[CH:15][CH:14]=[C:13]([CH3:17])[C:3]=1[C:4]([NH:6][C:7]1[CH:12]=[CH:11][CH:10]=[CH:9][CH:8]=1)=[O:5].CON(C)[C:21](=[O:33])[C@@H:22]([NH:25][C:26](=[O:32])[O:27][C:28]([CH3:31])([CH3:30])[CH3:29])[CH2:23][CH3:24], predict the reaction product. The product is: [F:1][C:2]1[C:3]([C:4](=[O:5])[NH:6][C:7]2[CH:12]=[CH:11][CH:10]=[CH:9][CH:8]=2)=[C:13]([CH2:17][C:21](=[O:33])[C@@H:22]([NH:25][C:26](=[O:32])[O:27][C:28]([CH3:30])([CH3:29])[CH3:31])[CH2:23][CH3:24])[CH:14]=[CH:15][CH:16]=1. (5) Given the reactants [F:1][C:2]1[CH:30]=[CH:29][CH:28]=[CH:27][C:3]=1[CH2:4][N:5]1[C:9]2=[N:10][CH:11]=[CH:12][CH:13]=[C:8]2[C:7]([C:14]2[N:15]=[C:16](I)[C:17]3[C:22]([CH3:24])([CH3:23])[C:21](=[O:25])[NH:20][C:18]=3[N:19]=2)=[N:6]1.[F:31][C:32]([F:40])([F:39])[CH:33]1[CH2:37][NH:36][C:35](=[O:38])[CH2:34]1.C(=O)([O-])[O-].[Cs+].[Cs+].OC1C=CC=CC=1C=NO, predict the reaction product. The product is: [F:1][C:2]1[CH:30]=[CH:29][CH:28]=[CH:27][C:3]=1[CH2:4][N:5]1[C:9]2=[N:10][CH:11]=[CH:12][CH:13]=[C:8]2[C:7]([C:14]2[N:15]=[C:16]([N:36]3[CH2:37][CH:33]([C:32]([F:40])([F:39])[F:31])[CH2:34][C:35]3=[O:38])[C:17]3[C:22]([CH3:24])([CH3:23])[C:21](=[O:25])[NH:20][C:18]=3[N:19]=2)=[N:6]1.